Dataset: Peptide-MHC class II binding affinity with 134,281 pairs from IEDB. Task: Regression. Given a peptide amino acid sequence and an MHC pseudo amino acid sequence, predict their binding affinity value. This is MHC class II binding data. (1) The peptide sequence is GELQIVDKILAAFKI. The MHC is DRB1_0101 with pseudo-sequence DRB1_0101. The binding affinity (normalized) is 0.663. (2) The MHC is HLA-DQA10501-DQB10302 with pseudo-sequence HLA-DQA10501-DQB10302. The peptide sequence is LTKRQDKLCGSLIGM. The binding affinity (normalized) is 0.443.